From a dataset of Full USPTO retrosynthesis dataset with 1.9M reactions from patents (1976-2016). Predict the reactants needed to synthesize the given product. (1) The reactants are: [CH2:1]([O:3][C:4](=[O:22])[C:5]([O:8][C:9]1[CH:14]=[CH:13][C:12]([O:15][CH:16]([C:18]([OH:20])=O)[CH3:17])=[CH:11][C:10]=1[CH3:21])([CH3:7])[CH3:6])[CH3:2].[CH:23]1([C:26]2[C:31]([NH2:32])=[CH:30][N:29]=[C:28]([C:33]3[CH:38]=[CH:37][C:36]([C:39]([F:42])([F:41])[F:40])=[CH:35][CH:34]=3)[N:27]=2)[CH2:25][CH2:24]1.FC(F)(F)C1C(C(O)=O)=CN=C(C2C=CC(C(F)(F)F)=CC=2)N=1. Given the product [CH2:1]([O:3][C:4](=[O:22])[C:5]([O:8][C:9]1[CH:14]=[CH:13][C:12]([O:15][CH:16]([C:18](=[O:20])[NH:32][C:31]2[C:26]([CH:23]3[CH2:24][CH2:25]3)=[N:27][C:28]([C:33]3[CH:34]=[CH:35][C:36]([C:39]([F:42])([F:41])[F:40])=[CH:37][CH:38]=3)=[N:29][CH:30]=2)[CH3:17])=[CH:11][C:10]=1[CH3:21])([CH3:6])[CH3:7])[CH3:2], predict the reactants needed to synthesize it. (2) Given the product [C:34]([C:26]1[CH:25]=[C:24]([C:22]2[O:21][N:20]=[C:19]([C:13]3[C:14]([CH3:18])=[C:15]4[C:10](=[CH:11][CH:12]=3)[CH2:9][N:8]([CH2:7][C:6]([OH:36])=[O:5])[CH2:17][CH2:16]4)[N:23]=2)[CH:29]=[CH:28][C:27]=1[O:30][CH:31]([CH3:33])[CH3:32])#[N:35], predict the reactants needed to synthesize it. The reactants are: [OH-].[Na+].C([O:5][C:6](=[O:36])[CH2:7][N:8]1[CH2:17][CH2:16][C:15]2[C:10](=[CH:11][CH:12]=[C:13]([C:19]3[N:23]=[C:22]([C:24]4[CH:29]=[CH:28][C:27]([O:30][CH:31]([CH3:33])[CH3:32])=[C:26]([C:34]#[N:35])[CH:25]=4)[O:21][N:20]=3)[C:14]=2[CH3:18])[CH2:9]1)C.